The task is: Predict which catalyst facilitates the given reaction.. This data is from Catalyst prediction with 721,799 reactions and 888 catalyst types from USPTO. (1) Reactant: [CH3:1][O:2][CH2:3][C:4]1[O:8][C:7]([CH2:9][N:10]2[C:15]3[CH:16]=[C:17]([C:19]4[CH:24]=[CH:23][CH:22]=[CH:21][CH:20]=4)[S:18][C:14]=3[C:13](=[O:25])[N:12]([CH:26]3[CH2:31][CH2:30][N:29](C(OC(C)(C)C)=O)[CH2:28][CH2:27]3)[C:11]2=[O:39])=[N:6][N:5]=1.[ClH:40]. Product: [ClH:40].[CH3:1][O:2][CH2:3][C:4]1[O:8][C:7]([CH2:9][N:10]2[C:15]3[CH:16]=[C:17]([C:19]4[CH:24]=[CH:23][CH:22]=[CH:21][CH:20]=4)[S:18][C:14]=3[C:13](=[O:25])[N:12]([CH:26]3[CH2:31][CH2:30][NH:29][CH2:28][CH2:27]3)[C:11]2=[O:39])=[N:6][N:5]=1. The catalyst class is: 135. (2) The catalyst class is: 250. Reactant: [C:1](Cl)(=[O:14])[O:2][CH2:3][C:4]1[CH:13]=[CH:12][C:11]2[C:6](=[CH:7][CH:8]=[CH:9][CH:10]=2)[CH:5]=1.[NH:16]1[CH2:20][CH:19]=[CH:18][CH2:17]1.C1COCC1. Product: [N:16]1([C:1]([O:2][CH2:3][C:4]2[CH:13]=[CH:12][C:11]3[C:6](=[CH:7][CH:8]=[CH:9][CH:10]=3)[CH:5]=2)=[O:14])[CH2:20][CH:19]=[CH:18][CH2:17]1.